Dataset: Forward reaction prediction with 1.9M reactions from USPTO patents (1976-2016). Task: Predict the product of the given reaction. Given the reactants [OH:1][C@H:2]1[CH2:7][CH2:6][CH2:5][C@@H:4]([NH:8][C:9]2[C:14]([C:15]([O:17]CC)=[O:16])=[CH:13][N:12]=[C:11]([S:20][CH3:21])[N:10]=2)[CH2:3]1.[OH-].[Na+], predict the reaction product. The product is: [OH:1][C@H:2]1[CH2:7][CH2:6][CH2:5][C@@H:4]([NH:8][C:9]2[C:14]([C:15]([OH:17])=[O:16])=[CH:13][N:12]=[C:11]([S:20][CH3:21])[N:10]=2)[CH2:3]1.